Task: Predict the reactants needed to synthesize the given product.. Dataset: Full USPTO retrosynthesis dataset with 1.9M reactions from patents (1976-2016) (1) Given the product [Cl:1][C:2]1[CH:7]=[CH:6][CH:5]=[C:20]2[C:19]([O:22][C:4](=[O:26])[C:3]=12)=[O:21], predict the reactants needed to synthesize it. The reactants are: [Cl:1][C:2]1[CH:7]=[CH:6][CH:5]=[C:4](C)[C:3]=1C.ClC1C=C(C)C(C)=CC=1.[C:19]([O-:22])(=[O:21])[CH3:20].[Na+].[Br-].[Na+].[O:26]=O. (2) Given the product [Br:4][C:5]1[CH:6]=[C:7]2[C:13]([S:14]([N:2]([CH3:3])[CH3:1])(=[O:16])=[O:15])=[CH:12][NH:11][C:8]2=[N:9][CH:10]=1, predict the reactants needed to synthesize it. The reactants are: [CH3:1][NH:2][CH3:3].[Br:4][C:5]1[CH:6]=[C:7]2[C:13]([S:14](Cl)(=[O:16])=[O:15])=[CH:12][NH:11][C:8]2=[N:9][CH:10]=1. (3) Given the product [CH3:16][C:12]1([CH3:17])[CH2:13][C:14](=[O:15])[C:9]2[S:4][CH2:3][C@@H:2]([C:5]([OH:7])=[O:6])[NH:1][C:10]=2[CH2:11]1, predict the reactants needed to synthesize it. The reactants are: [NH2:1][C@H:2]([C:5]([OH:7])=[O:6])[CH2:3][SH:4].Br[CH:9]1[C:14](=[O:15])[CH2:13][C:12]([CH3:17])([CH3:16])[CH2:11][C:10]1=O.N1C=CC=CC=1. (4) The reactants are: [C:1]([C:5]1[CH:20]=[CH:19][CH:18]=[CH:17][C:6]=1[O:7][C:8]1[CH:13]=[CH:12][N:11]=[CH:10][C:9]=1[N+:14]([O-])=O)([CH3:4])([CH3:3])[CH3:2]. Given the product [C:1]([C:5]1[CH:20]=[CH:19][CH:18]=[CH:17][C:6]=1[O:7][C:8]1[CH:13]=[CH:12][N:11]=[CH:10][C:9]=1[NH2:14])([CH3:4])([CH3:2])[CH3:3], predict the reactants needed to synthesize it. (5) Given the product [Cl:1][C:2]1[CH:9]=[C:6]([CH:7]=[O:8])[C:5]2[O:10][C:13]([CH2:14][CH3:15])=[CH:12][C:4]=2[CH:3]=1, predict the reactants needed to synthesize it. The reactants are: [Cl:1][C:2]1[CH:3]=[C:4](I)[C:5]([OH:10])=[C:6]([CH:9]=1)[CH:7]=[O:8].[CH:12]#[C:13][CH2:14][CH3:15].